Dataset: Catalyst prediction with 721,799 reactions and 888 catalyst types from USPTO. Task: Predict which catalyst facilitates the given reaction. (1) Reactant: C([N:8]1[CH2:13][CH2:12]/[C:11](=[CH:14]\[C:15]([O:17][CH2:18][CH3:19])=[O:16])/[CH:10]([CH3:20])[CH2:9]1)C1C=CC=CC=1.ClC(OC(Cl)C)=O. Product: [CH3:20][CH:10]1[CH2:9][NH:8][CH2:13][CH2:12]/[C:11]/1=[CH:14]\[C:15]([O:17][CH2:18][CH3:19])=[O:16]. The catalyst class is: 26. (2) Reactant: [NH2:1][C:2]1[CH:3]=[C:4]([CH:8]=[CH:9][C:10]=1[CH3:11])[C:5]([OH:7])=[O:6].Cl.[N:13]([O-])=O.[Na+].[C:17]([SH:21])([CH3:20])([CH3:19])[CH3:18]. Product: [C:17]([S:21]/[N:13]=[N:1]/[C:2]1[CH:3]=[C:4]([CH:8]=[CH:9][C:10]=1[CH3:11])[C:5]([OH:7])=[O:6])([CH3:20])([CH3:19])[CH3:18]. The catalyst class is: 283. (3) Reactant: C[C:2]1[CH:7]=[CH:6][C:5]([N+:8]([O-])=O)=[CH:4][C:3]=1[S:11]([NH:14][C@@H:15]1[CH2:19][CH2:18][N:17]([C:20]([O:22][C:23]([CH3:26])([CH3:25])[CH3:24])=[O:21])[CH2:16]1)(=[O:13])=[O:12].C[CH2:28][OH:29]. Product: [NH2:8][C:5]1[CH:6]=[CH:7][C:2]([O:29][CH3:28])=[C:3]([S:11]([NH:14][C@@H:15]2[CH2:19][CH2:18][N:17]([C:20]([O:22][C:23]([CH3:26])([CH3:25])[CH3:24])=[O:21])[CH2:16]2)(=[O:13])=[O:12])[CH:4]=1. The catalyst class is: 45. (4) Reactant: [CH3:1][O:2][C:3]1[CH:4]=[C:5]2[C:9](=[CH:10][C:11]=1[O:12][CH3:13])[C:8](=[O:14])O[C:6]2=[O:15].[NH2:16][CH2:17][C:18]([OH:20])=[O:19]. Product: [CH3:13][O:12][C:11]1[CH:10]=[C:9]2[C:5](=[CH:4][C:3]=1[O:2][CH3:1])[C:6](=[O:15])[N:16]([CH2:17][C:18]([OH:20])=[O:19])[C:8]2=[O:14]. The catalyst class is: 11. (5) Reactant: [Cl:1][C:2]1[C:3]2[CH:10]=[C:9]([I:11])[S:8][C:4]=2[N:5]=[CH:6][N:7]=1.C1C(=O)N([Br:19])C(=O)C1. Product: [Br:19][C:10]1[C:3]2[C:2]([Cl:1])=[N:7][CH:6]=[N:5][C:4]=2[S:8][C:9]=1[I:11]. The catalyst class is: 10.